This data is from Full USPTO retrosynthesis dataset with 1.9M reactions from patents (1976-2016). The task is: Predict the reactants needed to synthesize the given product. Given the product [I:33][C:32]1[CH:31]=[CH:30][C:25]([C:26]([O:28][CH3:29])=[O:27])=[CH:24][C:23]=1[O:22][CH:21]=[C:19]([C:6]1[C:5]([CH3:4])=[CH:14][C:13]2[C:12]([CH3:15])([CH3:16])[CH2:11][CH2:10][C:9]([CH3:17])([CH3:18])[C:8]=2[CH:7]=1)[CH3:35], predict the reactants needed to synthesize it. The reactants are: C[O-].[Na+].[CH3:4][C:5]1[C:6]([C:19]([CH2:21][O:22][C:23]2[CH:24]=[C:25]([CH:30]=[CH:31][C:32]=2[I:33])[C:26]([O:28][CH3:29])=[O:27])=O)=[CH:7][C:8]2[C:9]([CH3:18])([CH3:17])[CH2:10][CH2:11][C:12]([CH3:16])([CH3:15])[C:13]=2[CH:14]=1.[Br-].[CH3:35]P(C1C=CC=CC=1)(C1C=CC=CC=1)C1C=CC=CC=1.